Predict which catalyst facilitates the given reaction. From a dataset of Catalyst prediction with 721,799 reactions and 888 catalyst types from USPTO. Reactant: [F:1][C:2]1[CH:3]=[CH:4][C:5]2[CH2:15][CH2:14][C:9]3=[N:10][CH:11]=[CH:12][CH:13]=[C:8]3[CH:7]([N:16]=[C:17]=[S:18])[C:6]=2[CH:19]=1.[Cl:20][C:21]1[CH:22]=[C:23]([C:29]([OH:31])=[O:30])[CH:24]=[N:25][C:26]=1[NH:27][NH2:28]. Product: [Cl:20][C:21]1[CH:22]=[C:23]([C:29]([OH:31])=[O:30])[CH:24]=[N:25][C:26]=1[NH:27][NH:28][C:17]([NH:16][CH:7]1[C:8]2[C:9](=[N:10][CH:11]=[CH:12][CH:13]=2)[CH2:14][CH2:15][C:5]2[CH:4]=[CH:3][C:2]([F:1])=[CH:19][C:6]1=2)=[S:18]. The catalyst class is: 44.